Dataset: Reaction yield outcomes from USPTO patents with 853,638 reactions. Task: Predict the reaction yield, written as a fraction of the theoretical maximum amount of product (1.0 means a 100% yield; for example, 0.34 means a 34% yield). (1) The product is [C:21]([C:23]1[N:27]([CH3:28])[C:26]([C:2]2[CH:7]=[CH:6][C:5]([S:8]([NH:11][CH:12]3[CH2:15][CH2:14][CH2:13]3)(=[O:10])=[O:9])=[C:4]([O:16][C:17]([F:20])([F:19])[F:18])[CH:3]=2)=[CH:25][CH:24]=1)#[N:22]. The yield is 0.240. The catalyst is C1C=CC(/C=C/C(/C=C/C2C=CC=CC=2)=O)=CC=1.C1C=CC(/C=C/C(/C=C/C2C=CC=CC=2)=O)=CC=1.C1C=CC(/C=C/C(/C=C/C2C=CC=CC=2)=O)=CC=1.[Pd].[Pd]. The reactants are Br[C:2]1[CH:7]=[CH:6][C:5]([S:8]([NH:11][CH:12]2[CH2:15][CH2:14][CH2:13]2)(=[O:10])=[O:9])=[C:4]([O:16][C:17]([F:20])([F:19])[F:18])[CH:3]=1.[C:21]([C:23]1[N:27]([CH3:28])[C:26](B(O)O)=[CH:25][CH:24]=1)#[N:22].[F-].[K+].C(P(C(C)(C)C)C(C)(C)C)(C)(C)C. (2) The reactants are [C:1]1([S:7]([N:10]2[C:14]3=[N:15][CH:16]=[C:17]([F:19])[CH:18]=[C:13]3[CH:12]=[C:11]2[CH:20]([C:22]2[CH:27]=[CH:26][C:25]([S:28][CH3:29])=[CH:24][CH:23]=2)[OH:21])(=[O:9])=[O:8])[CH:6]=[CH:5][CH:4]=[CH:3][CH:2]=1.CC(OI1(OC(C)=O)(OC(C)=O)OC(=O)C2C=CC=CC1=2)=O. The catalyst is ClCCl. The product is [C:1]1([S:7]([N:10]2[C:14]3=[N:15][CH:16]=[C:17]([F:19])[CH:18]=[C:13]3[CH:12]=[C:11]2[C:20]([C:22]2[CH:23]=[CH:24][C:25]([S:28][CH3:29])=[CH:26][CH:27]=2)=[O:21])(=[O:8])=[O:9])[CH:6]=[CH:5][CH:4]=[CH:3][CH:2]=1. The yield is 0.900. (3) The reactants are Br[C:2]1[CH:3]=[C:4]([C:8]2[S:9][CH:10]=[C:11]([C:13]([O:15][CH2:16][CH3:17])=[O:14])[N:12]=2)[CH:5]=[CH:6][CH:7]=1.[C:18]([C@:20]1([OH:27])[CH2:24][CH2:23][N:22]([CH3:25])[C:21]1=[O:26])#[CH:19]. The yield is 0.680. No catalyst specified. The product is [OH:27][C@@:20]1([C:18]#[C:19][C:2]2[CH:3]=[C:4]([C:8]3[S:9][CH:10]=[C:11]([C:13]([O:15][CH2:16][CH3:17])=[O:14])[N:12]=3)[CH:5]=[CH:6][CH:7]=2)[CH2:24][CH2:23][N:22]([CH3:25])[C:21]1=[O:26]. (4) The reactants are Br[C:2]1[CH:3]=[C:4]([O:12][CH3:13])[C:5]([O:10][CH3:11])=[C:6]([O:8][CH3:9])[CH:7]=1.C([Li])(C)(C)C.[CH3:19][C:20]12[CH:29]([CH:30]=[O:31])[CH2:28][CH2:27][CH:26]=[C:25]1[CH2:24][C:23]1([S:35][CH2:34][CH2:33][S:32]1)[CH2:22][CH2:21]2. The catalyst is CCOCC. The product is [CH3:19][C:20]12[CH:29]([CH:30]([C:2]3[CH:3]=[C:4]([O:12][CH3:13])[C:5]([O:10][CH3:11])=[C:6]([O:8][CH3:9])[CH:7]=3)[OH:31])[CH2:28][CH2:27][CH:26]=[C:25]1[CH2:24][C:23]1([S:32][CH2:33][CH2:34][S:35]1)[CH2:22][CH2:21]2. The yield is 0.730.